This data is from Full USPTO retrosynthesis dataset with 1.9M reactions from patents (1976-2016). The task is: Predict the reactants needed to synthesize the given product. (1) Given the product [CH:46]([OH:47])=[O:63].[C:1]([C:5]1[CH:9]=[C:8]([NH:10][C:11]([NH:13][C@@H:14]2[C:23]3[C:18](=[CH:19][CH:20]=[CH:21][CH:22]=3)[C@H:17]([O:24][C:25]3[CH:26]=[CH:27][C:28]4[N:29]([C:31]([N:34]5[CH2:39][CH2:38][CH2:37][CH2:36][C@@H:35]5[CH3:40])=[N:32][N:33]=4)[CH:30]=3)[CH2:16][CH2:15]2)=[O:12])[N:7]([C:41]2[CH:54]=[CH:53][CH:52]=[C:43]([O:44][CH2:45][CH2:46][N:55]3[CH2:59][CH2:58][CH2:57][CH2:56]3)[CH:42]=2)[N:6]=1)([CH3:4])([CH3:3])[CH3:2], predict the reactants needed to synthesize it. The reactants are: [C:1]([C:5]1[CH:9]=[C:8]([NH:10][C:11]([NH:13][C@@H:14]2[C:23]3[C:18](=[CH:19][CH:20]=[CH:21][CH:22]=3)[C@H:17]([O:24][C:25]3[CH:26]=[CH:27][C:28]4[N:29]([C:31]([N:34]5[CH2:39][CH2:38][CH2:37][CH2:36][C@@H:35]5[CH3:40])=[N:32][N:33]=4)[CH:30]=3)[CH2:16][CH2:15]2)=[O:12])[N:7]([C:41]2[CH:42]=[C:43]([CH:52]=[CH:53][CH:54]=2)[O:44][CH2:45][CH2:46][O:47]S(C)(=O)=O)[N:6]=1)([CH3:4])([CH3:3])[CH3:2].[NH:55]1[CH2:59][CH2:58][CH2:57][CH2:56]1.C1C[O:63]CC1. (2) Given the product [Cl:1][C:2]1[C:10]2[N:9]=[C:8]3[N:11]([C:15]4[C:20]([Cl:21])=[CH:19][C:18]([Cl:22])=[CH:17][C:16]=4[Cl:23])[CH2:12][CH2:13][CH2:14][N:7]3[C:6]=2[C:5]([CH:24]([OH:25])[CH2:26][CH3:27])=[CH:4][CH:3]=1, predict the reactants needed to synthesize it. The reactants are: [Cl:1][C:2]1[CH:3]=[CH:4][C:5]([CH:24]=[O:25])=[C:6]2[C:10]=1[N:9]=[C:8]1[N:11]([C:15]3[C:20]([Cl:21])=[CH:19][C:18]([Cl:22])=[CH:17][C:16]=3[Cl:23])[CH2:12][CH2:13][CH2:14][N:7]21.[CH2:26]([Mg]Br)[CH3:27]. (3) Given the product [CH:12]([O:15][C:16]1[CH:24]=[CH:23][C:22]([S:25]([CH3:28])(=[O:27])=[O:26])=[CH:21][C:17]=1[C:18]([N:4]1[CH2:3][CH:2]([CH3:1])[C:11]2[C:6](=[CH:7][CH:8]=[CH:9][CH:10]=2)[CH2:5]1)=[O:19])([CH3:14])[CH3:13], predict the reactants needed to synthesize it. The reactants are: [CH3:1][CH:2]1[C:11]2[C:6](=[CH:7][CH:8]=[CH:9][CH:10]=2)[CH2:5][NH:4][CH2:3]1.[CH:12]([O:15][C:16]1[CH:24]=[CH:23][C:22]([S:25]([CH3:28])(=[O:27])=[O:26])=[CH:21][C:17]=1[C:18](O)=[O:19])([CH3:14])[CH3:13]. (4) Given the product [C:1]([C:9]1[CH:10]=[CH:11][C:12]([CH2:13][NH2:14])=[CH:24][CH:25]=1)(=[O:8])[C:2]1[CH:3]=[CH:4][CH:5]=[CH:6][CH:7]=1, predict the reactants needed to synthesize it. The reactants are: [C:1]([C:9]1[CH:25]=[CH:24][C:12]([CH2:13][N+:14]23CN4CN(CN(C4)C2)C3)=[CH:11][CH:10]=1)(=[O:8])[C:2]1[CH:7]=[CH:6][CH:5]=[CH:4][CH:3]=1.Cl. (5) Given the product [Br:18][C:15]1[CH:16]=[CH:17][C:12]([C:9]2[O:8][C:7]([CH2:6][CH2:5][CH2:4][CH2:3][CH2:2][N:30]3[C:19](=[O:29])[C:20]4[C:21](=[CH:25][CH:26]=[CH:27][CH:28]=4)[C:22]3=[O:23])=[N:11][CH:10]=2)=[CH:13][CH:14]=1, predict the reactants needed to synthesize it. The reactants are: Br[CH2:2][CH2:3][CH2:4][CH2:5][CH2:6][C:7]1[O:8][C:9]([C:12]2[CH:17]=[CH:16][C:15]([Br:18])=[CH:14][CH:13]=2)=[CH:10][N:11]=1.[C:19]([NH2:30])(=[O:29])[C:20]1[C:21](=[CH:25][CH:26]=[CH:27][CH:28]=1)[C:22](N)=[O:23].[K].O. (6) Given the product [F:1][C:2]1[CH:3]=[CH:4][C:5]2[O:10][CH2:9][CH2:8][N:7]([C:13]3[CH:20]=[CH:19][C:16]([C:17]#[N:18])=[CH:15][C:14]=3[O:21][CH3:22])[C:6]=2[CH:11]=1, predict the reactants needed to synthesize it. The reactants are: [F:1][C:2]1[CH:3]=[CH:4][C:5]2[O:10][CH2:9][CH2:8][NH:7][C:6]=2[CH:11]=1.Br[C:13]1[CH:20]=[CH:19][C:16]([C:17]#[N:18])=[CH:15][C:14]=1[O:21][CH3:22].CC(C)([O-])C.[Na+].CC1(C)C2C(=C(P(C3C=CC=CC=3)C3C=CC=CC=3)C=CC=2)OC2C(P(C3C=CC=CC=3)C3C=CC=CC=3)=CC=CC1=2.BrC1N=C(N(CC2C=CC(OC)=CC=2)S(C2C=CC3N(C4C=CC(C(F)(F)F)=CC=4Cl)CCOC=3C=2)(=O)=O)SN=1.